Dataset: Retrosynthesis with 50K atom-mapped reactions and 10 reaction types from USPTO. Task: Predict the reactants needed to synthesize the given product. (1) Given the product COc1ccccc1OCCNCCCc1c[nH]c2ccccc12, predict the reactants needed to synthesize it. The reactants are: COc1ccccc1OCCN(CCCc1c[nH]c2ccccc12)Cc1ccccc1. (2) Given the product COC(=O)c1cnc(-c2cccc(F)c2F)cc1Oc1ccccc1Cl, predict the reactants needed to synthesize it. The reactants are: COC(=O)c1cnc(-c2cccc(F)c2F)cc1Cl.Oc1ccccc1Cl. (3) Given the product CC(C)(C)OC(=O)N[C@H](COc1cncc(-c2ccc(CNc3ccccc3)cc2)c1)Cc1c[nH]c2ccccc12, predict the reactants needed to synthesize it. The reactants are: CC(C)(C)OC(=O)N[C@H](COc1cncc(-c2ccc(C=O)cc2)c1)Cc1c[nH]c2ccccc12.Nc1ccccc1. (4) Given the product CCCN(CCC)Cc1ccc(O)cc1, predict the reactants needed to synthesize it. The reactants are: CCCNCCC.O=Cc1ccc(O)cc1. (5) Given the product COc1cc(OC)c2c(=O)[nH]c(-c3cc(C)c(OCCN4CCOCC4)c(C)c3)nc2c1, predict the reactants needed to synthesize it. The reactants are: COc1cc(N)c(C(N)=O)c(OC)c1.Cc1cc(C=O)cc(C)c1OCCN1CCOCC1.